Dataset: Reaction yield outcomes from USPTO patents with 853,638 reactions. Task: Predict the reaction yield, written as a fraction of the theoretical maximum amount of product (1.0 means a 100% yield; for example, 0.34 means a 34% yield). (1) The reactants are [NH2:1][N:2]1[CH:6]=[CH:5][CH:4]=[C:3]1[C:7]([O:9]CC)=O.C(O[CH:15](OCC)[CH2:16][C:17]#[N:18])C.Cl.C1CCN2C(=NCCC2)CC1. The catalyst is CCO.CCOC(C)=O. The product is [OH:9][C:7]1[C:3]2[N:2]([CH:6]=[CH:5][CH:4]=2)[N:1]=[CH:15][C:16]=1[C:17]#[N:18]. The yield is 0.470. (2) The reactants are [NH:1]1[C:9]2[C:4](=[CH:5][C:6]([CH2:10][CH2:11][CH2:12][C:13]3[CH:22]=[CH:21][C:20]4[C:15](=[N:16][CH:17]=[CH:18][CH:19]=4)[N:14]=3)=[CH:7][CH:8]=2)[CH:3]=[CH:2]1.[H-].[Na+].[CH2:25]([O:27][C:28](=[O:32])[CH2:29][CH2:30]Cl)[CH3:26]. The catalyst is CN(C=O)C. The product is [CH2:25]([O:27][C:28](=[O:32])[CH2:29][CH2:30][N:1]1[C:9]2[C:4](=[CH:5][C:6]([CH2:10][CH2:11][CH2:12][C:13]3[CH:22]=[CH:21][C:20]4[C:15](=[N:16][CH:17]=[CH:18][CH:19]=4)[N:14]=3)=[CH:7][CH:8]=2)[CH:3]=[CH:2]1)[CH3:26]. The yield is 0.450. (3) The reactants are CN.[F:3][C:4]1[CH:9]=[CH:8][C:7]([C:10]2[O:27][C:13]3[CH:14]=[C:15]([NH:22][S:23]([CH3:26])(=[O:25])=[O:24])[C:16]4[O:20][CH:19]([CH3:21])[CH2:18][C:17]=4[C:12]=3[C:11]=2[C:28](O)=[O:29])=[CH:6][CH:5]=1.C1C[N:34]([P+](ON2N=NC3C=CC=CC2=3)(N2CCCC2)N2CCCC2)[CH2:33]C1.F[P-](F)(F)(F)(F)F. The catalyst is CN(C=O)C.O. The product is [F:3][C:4]1[CH:9]=[CH:8][C:7]([C:10]2[O:27][C:13]3[CH:14]=[C:15]([NH:22][S:23]([CH3:26])(=[O:25])=[O:24])[C:16]4[O:20][CH:19]([CH3:21])[CH2:18][C:17]=4[C:12]=3[C:11]=2[C:28]([NH:34][CH3:33])=[O:29])=[CH:6][CH:5]=1. The yield is 0.210. (4) The reactants are C[O:2][C:3](=[O:43])[CH:4]([C:26]1[C:34]2[C:29](=[CH:30][CH:31]=[CH:32][CH:33]=2)[N:28]([CH2:35][O:36][CH2:37][CH2:38][Si:39]([CH3:42])([CH3:41])[CH3:40])[CH:27]=1)[CH2:5][C:6]1[CH:10]=[C:9]([C:11]2[CH:16]=[CH:15][C:14]([CH3:17])=[CH:13][CH:12]=2)[N:8]([C:18]2[CH:23]=[CH:22][C:21]([O:24][CH3:25])=[CH:20][CH:19]=2)[N:7]=1.[OH-].[Li+].C1COCC1.O. The catalyst is CO. The product is [CH3:25][O:24][C:21]1[CH:20]=[CH:19][C:18]([N:8]2[C:9]([C:11]3[CH:16]=[CH:15][C:14]([CH3:17])=[CH:13][CH:12]=3)=[CH:10][C:6]([CH2:5][CH:4]([C:26]3[C:34]4[C:29](=[CH:30][CH:31]=[CH:32][CH:33]=4)[N:28]([CH2:35][O:36][CH2:37][CH2:38][Si:39]([CH3:42])([CH3:41])[CH3:40])[CH:27]=3)[C:3]([OH:43])=[O:2])=[N:7]2)=[CH:23][CH:22]=1. The yield is 0.890. (5) The reactants are [C:1]([O:5][C:6](=[O:36])[C@H:7]([C:26]([O:28][CH2:29][C:30]1[CH:35]=[CH:34][CH:33]=[CH:32][CH:31]=1)=[O:27])[CH2:8][CH2:9][CH:10]([NH:18][C:19]([O:21][C:22]([CH3:25])([CH3:24])[CH3:23])=[O:20])[C:11]([O:13][C:14]([CH3:17])([CH3:16])[CH3:15])=[O:12])([CH3:4])([CH3:3])[CH3:2].[H-].[Na+].[CH2:39](Br)[C:40]1[CH:45]=[CH:44][CH:43]=[CH:42][CH:41]=1. The catalyst is CN(C)C=O. The product is [C:14]([O:13][C:11](=[O:12])[C@@H:10]([NH:18][C:19]([O:21][C:22]([CH3:23])([CH3:24])[CH3:25])=[O:20])[CH2:9][CH2:8][C:7]([C:26]([O:28][CH2:29][C:30]1[CH:31]=[CH:32][CH:33]=[CH:34][CH:35]=1)=[O:27])([C:6]([O:5][C:1]([CH3:2])([CH3:3])[CH3:4])=[O:36])[CH2:39][C:40]1[CH:45]=[CH:44][C:43]([O:28][CH2:29][C:30]2[CH:35]=[CH:34][CH:33]=[CH:32][CH:31]=2)=[CH:42][CH:41]=1)([CH3:17])([CH3:16])[CH3:15]. The yield is 0.790. (6) The reactants are [CH3:1][O:2][C:3](=[O:16])[C:4]1[CH:9]=[C:8](I)[C:7]([C:11]([F:14])([F:13])[F:12])=[CH:6][C:5]=1[NH2:15].[CH3:17][N:18]1[C:22]([Sn](CCCC)(CCCC)CCCC)=[CH:21][C:20]([CH3:36])=[N:19]1. The catalyst is O1CCOCC1. The product is [CH3:1][O:2][C:3](=[O:16])[C:4]1[CH:9]=[C:8]([C:22]2[N:18]([CH3:17])[N:19]=[C:20]([CH3:36])[CH:21]=2)[C:7]([C:11]([F:14])([F:13])[F:12])=[CH:6][C:5]=1[NH2:15]. The yield is 0.720.